This data is from Full USPTO retrosynthesis dataset with 1.9M reactions from patents (1976-2016). The task is: Predict the reactants needed to synthesize the given product. (1) Given the product [CH3:12][O:11][C:8]1[CH:9]=[CH:10][C:5]([CH2:4][CH:3]=[O:2])=[CH:6][CH:7]=1, predict the reactants needed to synthesize it. The reactants are: C[O:2][C:3](=O)[CH2:4][C:5]1[CH:10]=[CH:9][C:8]([O:11][CH3:12])=[CH:7][CH:6]=1.[H-].C([Al+]CC(C)C)C(C)C. (2) Given the product [Cl:1][C:2]1[C:11]2[C:10](=[O:12])[N:9]([CH3:27])[C@H:8]3[CH2:13][N:14]([C:16]([O:18][C:19]([CH3:20])([CH3:22])[CH3:21])=[O:17])[CH2:15][C@@H:7]3[C:6]=2[CH:5]=[C:4]([CH2:23][CH2:24][CH3:25])[CH:3]=1, predict the reactants needed to synthesize it. The reactants are: [Cl:1][C:2]1[C:11]2[C:10](=[O:12])[NH:9][C@H:8]3[CH2:13][N:14]([C:16]([O:18][C:19]([CH3:22])([CH3:21])[CH3:20])=[O:17])[CH2:15][C@@H:7]3[C:6]=2[CH:5]=[C:4]([CH2:23][CH2:24][CH3:25])[CH:3]=1.Br[C:27]1C=CC(C(N(CC)CC)=O)=C(Cl)C=1. (3) Given the product [CH3:31][C:32]1[CH:37]=[C:36]([C:2]2[CH:7]=[CH:6][C:5]([C@@H:8]([N:10]3[CH2:15][CH2:14][C@:13]([CH2:22][CH2:23][CH2:24][NH:25][S:26]([CH3:29])(=[O:28])=[O:27])([C:16]4[CH:17]=[CH:18][CH:19]=[CH:20][CH:21]=4)[O:12][C:11]3=[O:30])[CH3:9])=[CH:4][CH:3]=2)[CH:35]=[CH:34][N:33]=1, predict the reactants needed to synthesize it. The reactants are: Br[C:2]1[CH:7]=[CH:6][C:5]([C@@H:8]([N:10]2[CH2:15][CH2:14][C@:13]([CH2:22][CH2:23][CH2:24][NH:25][S:26]([CH3:29])(=[O:28])=[O:27])([C:16]3[CH:21]=[CH:20][CH:19]=[CH:18][CH:17]=3)[O:12][C:11]2=[O:30])[CH3:9])=[CH:4][CH:3]=1.[CH3:31][C:32]1[CH:37]=[C:36](B(O)O)[CH:35]=[CH:34][N:33]=1.